This data is from Reaction yield outcomes from USPTO patents with 853,638 reactions. The task is: Predict the reaction yield, written as a fraction of the theoretical maximum amount of product (1.0 means a 100% yield; for example, 0.34 means a 34% yield). (1) The catalyst is C(OCC)(=O)C.[Pd]. The reactants are [C:1]([CH2:9][NH:10][CH2:11][C:12]1[CH:13]=[C:14]([C:18]2[CH:23]=[CH:22][C:21]([CH2:24][CH:25]([NH:36][C:37]([O:39][C:40]([CH3:43])([CH3:42])[CH3:41])=[O:38])[C:26]([O:28]CC3C=CC=CC=3)=[O:27])=[CH:20][CH:19]=2)[CH:15]=[CH:16][CH:17]=1)(=[O:8])[C:2]1[CH:7]=[CH:6][CH:5]=[CH:4][CH:3]=1. The yield is 0.610. The product is [C:1]([CH2:9][NH:10][CH2:11][C:12]1[CH:13]=[C:14]([C:18]2[CH:23]=[CH:22][C:21]([CH2:24][CH:25]([NH:36][C:37]([O:39][C:40]([CH3:43])([CH3:42])[CH3:41])=[O:38])[C:26]([OH:28])=[O:27])=[CH:20][CH:19]=2)[CH:15]=[CH:16][CH:17]=1)(=[O:8])[C:2]1[CH:3]=[CH:4][CH:5]=[CH:6][CH:7]=1. (2) The reactants are [F:1][C:2]([F:18])([F:17])[C:3]1[O:7][N:6]=[C:5]([C:8]2[S:12][C:11]([C:13]([OH:15])=O)=[CH:10][CH:9]=2)[C:4]=1[CH3:16].[NH:19]1[CH2:24][CH2:23][CH2:22][CH:21]([C:25]([NH2:27])=[O:26])[CH2:20]1.C1COCC1.N1CCCCC1. The catalyst is C(N(CC)CC)C. The product is [CH3:16][C:4]1[C:5]([C:8]2[S:12][C:11]([C:13]([N:19]3[CH2:24][CH2:23][CH2:22][CH:21]([C:25]([NH2:27])=[O:26])[CH2:20]3)=[O:15])=[CH:10][CH:9]=2)=[N:6][O:7][C:3]=1[C:2]([F:1])([F:18])[F:17]. The yield is 0.970. (3) The product is [CH3:10][CH:11]1[NH:12][CH2:13][CH2:14][N:15]([C:2]2[CH:9]=[CH:8][C:5]([CH:6]=[O:7])=[CH:4][CH:3]=2)[CH2:16]1. The yield is 0.690. The reactants are F[C:2]1[CH:9]=[CH:8][C:5]([CH:6]=[O:7])=[CH:4][CH:3]=1.[CH3:10][CH:11]1[CH2:16][NH:15][CH2:14][CH2:13][NH:12]1.C([O-])([O-])=O.[K+].[K+]. The catalyst is CN(C=O)C.O. (4) The reactants are [OH:1][C@H:2]1[C@H:7]([NH:8][C:9](=[O:15])[O:10][C:11]([CH3:14])([CH3:13])[CH3:12])[CH:6]=[C:5]([C:16]2[CH:21]=[CH:20][N:19]=[CH:18][C:17]=2[N+:22]([O-:24])=[O:23])[CH2:4][C@@H:3]1[CH3:25].I[CH3:27]. The catalyst is C1COCC1.[Ag]=O. The product is [CH3:27][O:1][C@H:2]1[C@H:7]([NH:8][C:9](=[O:15])[O:10][C:11]([CH3:12])([CH3:13])[CH3:14])[CH:6]=[C:5]([C:16]2[CH:21]=[CH:20][N:19]=[CH:18][C:17]=2[N+:22]([O-:24])=[O:23])[CH2:4][C@@H:3]1[CH3:25]. The yield is 0.350. (5) The reactants are [CH:1]1([N:4]2[CH2:9][C:8]3([CH2:14][CH2:13][N:12]([S:15]([C:18]4[CH:23]=[CH:22][C:21](B5OC(C)(C)C(C)(C)O5)=[CH:20][CH:19]=4)(=[O:17])=[O:16])[CH2:11][CH2:10]3)[O:7][CH2:6][C:5]2=[O:33])[CH2:3][CH2:2]1.Br[C:35]1[CH:44]=[C:43]2[C:38]([CH:39]=[C:40]([F:45])[CH:41]=[N:42]2)=[CH:37][CH:36]=1.C(=O)([O-])[O-].[K+].[K+]. The catalyst is O1CCOCC1.O.C1C=CC([P]([Pd]([P](C2C=CC=CC=2)(C2C=CC=CC=2)C2C=CC=CC=2)([P](C2C=CC=CC=2)(C2C=CC=CC=2)C2C=CC=CC=2)[P](C2C=CC=CC=2)(C2C=CC=CC=2)C2C=CC=CC=2)(C2C=CC=CC=2)C2C=CC=CC=2)=CC=1. The product is [CH:1]1([N:4]2[CH2:9][C:8]3([CH2:14][CH2:13][N:12]([S:15]([C:18]4[CH:19]=[CH:20][C:21]([C:35]5[CH:44]=[C:43]6[C:38]([CH:39]=[C:40]([F:45])[CH:41]=[N:42]6)=[CH:37][CH:36]=5)=[CH:22][CH:23]=4)(=[O:17])=[O:16])[CH2:11][CH2:10]3)[O:7][CH2:6][C:5]2=[O:33])[CH2:2][CH2:3]1. The yield is 0.380.